From a dataset of Reaction yield outcomes from USPTO patents with 853,638 reactions. Predict the reaction yield, written as a fraction of the theoretical maximum amount of product (1.0 means a 100% yield; for example, 0.34 means a 34% yield). (1) The yield is 0.570. The reactants are [N+:1]([C:4]1[CH:9]=[CH:8][C:7]([N:10]2[C:18]3[CH:17]=[CH:16][N:15]=[CH:14][C:13]=3[N:12]=[CH:11]2)=[CH:6][CH:5]=1)([O-:3])=[O:2].[OH:19]O. The product is [N+:1]([C:4]1[CH:9]=[CH:8][C:7]([N:10]2[C:18]3[CH:17]=[CH:16][N+:15]([O-:19])=[CH:14][C:13]=3[N:12]=[CH:11]2)=[CH:6][CH:5]=1)([O-:3])=[O:2]. The catalyst is C(O)(=O)C. (2) The reactants are F[C:2]1[CH:9]=[C:8]([N:10]2[C:18]3[CH2:17][C:16]([CH3:20])([CH3:19])[CH2:15][C:14](=[O:21])[C:13]=3[C:12]([CH3:22])=[N:11]2)[CH:7]=[C:6]([F:23])[C:3]=1[C:4]#[N:5].[CH:24]1([NH2:29])[CH2:28][CH2:27][CH2:26][CH2:25]1.CCN(C(C)C)C(C)C. The catalyst is CS(C)=O.CCOC(C)=O. The product is [CH:24]1([NH:29][C:2]2[CH:9]=[C:8]([N:10]3[C:18]4[CH2:17][C:16]([CH3:20])([CH3:19])[CH2:15][C:14](=[O:21])[C:13]=4[C:12]([CH3:22])=[N:11]3)[CH:7]=[C:6]([F:23])[C:3]=2[C:4]#[N:5])[CH2:28][CH2:27][CH2:26][CH2:25]1. The yield is 0.360. (3) The reactants are [CH3:1][O:2][C:3](=[O:16])[CH:4]=[CH:5][C:6]1[CH:11]=[CH:10][C:9]([N+:12]([O-])=O)=[CH:8][C:7]=1[CH3:15].[H][H]. The catalyst is CO.[Pd]. The product is [CH3:1][O:2][C:3](=[O:16])[CH2:4][CH2:5][C:6]1[CH:11]=[CH:10][C:9]([NH2:12])=[CH:8][C:7]=1[CH3:15]. The yield is 0.770. (4) The reactants are Br[C:2]1[CH:3]=[CH:4][C:5]([F:21])=[C:6]([C@:8]2([CH2:19][F:20])[CH2:13][C@@H:12]([C:14]([F:17])([F:16])[F:15])[O:11][C:10]([NH2:18])=[N:9]2)[CH:7]=1.[B:22]1([B:22]2[O:26][C:25]([CH3:28])([CH3:27])[C:24]([CH3:30])([CH3:29])[O:23]2)[O:26][C:25]([CH3:28])([CH3:27])[C:24]([CH3:30])([CH3:29])[O:23]1.C([O-])(=O)C.[K+]. No catalyst specified. The product is [F:21][C:5]1[CH:4]=[CH:3][C:2]([B:22]2[O:26][C:25]([CH3:28])([CH3:27])[C:24]([CH3:30])([CH3:29])[O:23]2)=[CH:7][C:6]=1[C@:8]1([CH2:19][F:20])[CH2:13][C@@H:12]([C:14]([F:17])([F:16])[F:15])[O:11][C:10]([NH2:18])=[N:9]1. The yield is 0.990. (5) The reactants are CC(C)([O-])C.[K+].[CH3:7][N:8]1[CH:12]=[C:11]([NH2:13])[CH:10]=[N:9]1.F[C:15]1[CH:20]=[C:19]([F:21])[CH:18]=[CH:17][C:16]=1[N+:22]([O-:24])=[O:23].[Cl-].[NH4+]. The catalyst is C1COCC1. The product is [F:21][C:19]1[CH:18]=[CH:17][C:16]([N+:22]([O-:24])=[O:23])=[C:15]([NH:13][C:11]2[CH:10]=[N:9][N:8]([CH3:7])[CH:12]=2)[CH:20]=1. The yield is 0.160. (6) The reactants are [CH2:1]([N:9]1[C:14](=[O:15])[CH2:13][N:12]([S:16]([C:19]2[CH:24]=[CH:23][C:22]([N:25]3[CH:29]=[CH:28][CH:27]=[CH:26]3)=[CH:21][CH:20]=2)(=[O:18])=[O:17])[CH:11]([C:30]([O:32]C)=[O:31])[CH2:10]1)[CH2:2][CH2:3][CH2:4][CH2:5][CH2:6][CH2:7][CH3:8].[OH-].[Na+]. The catalyst is C1COCC1. The product is [CH2:1]([N:9]1[C:14](=[O:15])[CH2:13][N:12]([S:16]([C:19]2[CH:20]=[CH:21][C:22]([N:25]3[CH:29]=[CH:28][CH:27]=[CH:26]3)=[CH:23][CH:24]=2)(=[O:17])=[O:18])[CH:11]([C:30]([OH:32])=[O:31])[CH2:10]1)[CH2:2][CH2:3][CH2:4][CH2:5][CH2:6][CH2:7][CH3:8]. The yield is 0.280. (7) The product is [CH2:1]([O:5][CH2:6][C@@H:7]([NH:12][C:13]([C@H:15]1[O:17][C@@H:16]1[C:18]([O-:20])=[O:19])=[O:14])[CH2:8][CH:9]([CH3:11])[CH3:10])[CH:2]([CH3:3])[CH3:4].[K+:25]. The reactants are [CH2:1]([O:5][CH2:6][C@@H:7]([NH:12][C:13]([C@H:15]1[O:17][C@@H:16]1[C:18]([OH:20])=[O:19])=[O:14])[CH2:8][CH:9]([CH3:11])[CH3:10])[CH:2]([CH3:4])[CH3:3].C(=O)([O-])[O-].[K+:25].[K+]. The yield is 0.817. The catalyst is CC(C)=O.O. (8) The reactants are C(OC([N:8]1[CH2:13][CH2:12][N:11]([C:14](=[O:25])[C:15]2[CH:20]=[CH:19][CH:18]=[CH:17][C:16]=2[C:21]([F:24])([F:23])[F:22])[CH2:10][CH2:9]1)=O)(C)(C)C.FC(F)(F)C(O)=O. The catalyst is ClCCl. The product is [N:11]1([C:14]([C:15]2[CH:20]=[CH:19][CH:18]=[CH:17][C:16]=2[C:21]([F:23])([F:22])[F:24])=[O:25])[CH2:12][CH2:13][NH:8][CH2:9][CH2:10]1. The yield is 0.910.